This data is from Catalyst prediction with 721,799 reactions and 888 catalyst types from USPTO. The task is: Predict which catalyst facilitates the given reaction. (1) Reactant: [CH3:1][CH:2]([CH3:19])[C@@H:3]([CH2:8][NH:9][C:10]([O:12][CH2:13][CH2:14][Si:15]([CH3:18])([CH3:17])[CH3:16])=[O:11])[C:4]([O:6]C)=[O:5].[Li+].[OH-]. Product: [CH3:1][CH:2]([CH3:19])[C@@H:3]([CH2:8][NH:9][C:10]([O:12][CH2:13][CH2:14][Si:15]([CH3:18])([CH3:16])[CH3:17])=[O:11])[C:4]([OH:6])=[O:5]. The catalyst class is: 1. (2) Reactant: [O:1]1[C:5]2[CH:6]=[CH:7][CH:8]=[CH:9][C:4]=2[C:3](=[N:10][OH:11])[CH2:2]1.[H-].[Na+].S(OC)(O[CH3:18])(=O)=O.O. Product: [CH3:18][O:11][N:10]=[C:3]1[C:4]2[CH:9]=[CH:8][CH:7]=[CH:6][C:5]=2[O:1][CH2:2]1. The catalyst class is: 9. (3) The catalyst class is: 9. Product: [OH:27][C:11]1[N:12]([CH2:15][C:16]2[CH:21]=[CH:20][CH:19]=[C:18]([CH2:22][C:23]([O:25][CH3:26])=[O:24])[CH:17]=2)[C:13]2[C:9]([N:10]=1)=[C:8]([NH2:28])[N:7]=[C:6]([O:5][CH2:4][CH2:3][CH2:2][NH:1][C:34]([NH2:33])=[O:35])[N:14]=2. Reactant: [NH2:1][CH2:2][CH2:3][CH2:4][O:5][C:6]1[N:14]=[C:13]2[C:9]([N:10]=[C:11]([OH:27])[N:12]2[CH2:15][C:16]2[CH:21]=[CH:20][CH:19]=[C:18]([CH2:22][C:23]([O:25][CH3:26])=[O:24])[CH:17]=2)=[C:8]([NH2:28])[N:7]=1.C[Si]([N:33]=[C:34]=[O:35])(C)C.C(Cl)(Cl)Cl.CO. (4) Reactant: [CH3:1][O:2][CH2:3][CH2:4]Br.[NH:6]1[CH:10]=[N:9][CH:8]=[N:7]1.C(=O)([O-])[O-].[K+].[K+]. Product: [CH3:1][O:2][CH2:3][CH2:4][N:6]1[CH:10]=[N:9][CH:8]=[N:7]1. The catalyst class is: 21.